This data is from Reaction yield outcomes from USPTO patents with 853,638 reactions. The task is: Predict the reaction yield, written as a fraction of the theoretical maximum amount of product (1.0 means a 100% yield; for example, 0.34 means a 34% yield). (1) The reactants are [I:1][C:2]1[CH:10]=[C:6]([C:7](O)=[O:8])[C:5]([OH:11])=[CH:4][CH:3]=1.Cl. The catalyst is O1CCCC1. The product is [OH:11][C:5]1[CH:4]=[CH:3][C:2]([I:1])=[CH:10][C:6]=1[CH2:7][OH:8]. The yield is 0.900. (2) The reactants are [CH3:1][N:2]1[CH:6]=[C:5]([C:7]2[S:15][C:14]3[C:13]([C:16]4[CH2:17][CH2:18][NH:19][CH2:20][CH:21]=4)=[N:12][CH:11]=[N:10][C:9]=3[CH:8]=2)[C:4]([CH3:22])=[N:3]1.[F:23][C:24]1[CH:29]=[CH:28][C:27]([C@@H:30]([N:32]=[C:33]=[O:34])[CH3:31])=[CH:26][CH:25]=1.C(N(CC)CC)C. The catalyst is C(#N)C. The product is [CH3:1][N:2]1[CH:6]=[C:5]([C:7]2[S:15][C:14]3[C:13]([CH:16]4[CH2:17][CH2:18][N:19]([C:33]([NH:32][C@H:30]([C:27]5[CH:26]=[CH:25][C:24]([F:23])=[CH:29][CH:28]=5)[CH3:31])=[O:34])[CH2:20][CH2:21]4)=[N:12][CH:11]=[N:10][C:9]=3[CH:8]=2)[C:4]([CH3:22])=[N:3]1. The yield is 0.170.